This data is from Reaction yield outcomes from USPTO patents with 853,638 reactions. The task is: Predict the reaction yield, written as a fraction of the theoretical maximum amount of product (1.0 means a 100% yield; for example, 0.34 means a 34% yield). (1) The reactants are Br[CH2:2][C:3]([C:5]1[O:6][C:7]2[CH:13]=[C:12]([O:14][CH3:15])[C:11]([Cl:16])=[CH:10][C:8]=2[CH:9]=1)=O.[Br:17][C:18]1[S:22][C:21]([NH2:23])=[N:20][N:19]=1. No catalyst specified. The product is [Br:17][C:18]1[S:22][C:21]2=[N:23][C:3]([C:5]3[O:6][C:7]4[CH:13]=[C:12]([O:14][CH3:15])[C:11]([Cl:16])=[CH:10][C:8]=4[CH:9]=3)=[CH:2][N:20]2[N:19]=1. The yield is 0.190. (2) The reactants are [CH2:1]([O:3][C:4](=[O:17])[CH:5]=[CH:6][C:7]1[C:16]2[C:11](=[CH:12][CH:13]=[CH:14][CH:15]=2)[CH:10]=[CH:9][CH:8]=1)[CH3:2].S([CH2:28][N+:29]#[C-:30])(C1C=CC(C)=CC=1)(=O)=O.CC(C)([O-])C.[K+].O. The catalyst is O1CCCC1.C(OCC)(=O)C.CCCCCC. The product is [CH2:1]([O:3][C:4]([C:5]1[C:6]([C:7]2[C:16]3[C:11](=[CH:12][CH:13]=[CH:14][CH:15]=3)[CH:10]=[CH:9][CH:8]=2)=[CH:30][NH:29][CH:28]=1)=[O:17])[CH3:2]. The yield is 0.770. (3) The reactants are Br[C:2]1[CH:3]=[C:4]([C@H:16]([CH2:22][CH2:23][CH3:24])[CH2:17][C:18]([O:20][CH3:21])=[O:19])[CH:5]=[CH:6][C:7]=1[O:8][CH2:9][C:10]1[CH:15]=[CH:14][CH:13]=[CH:12][CH:11]=1.[C:25](=O)([O-])[O-].[K+].[K+].CB1OB(C)OB(C)O1. The catalyst is CN(C=O)C.C1C=CC([P]([Pd]([P](C2C=CC=CC=2)(C2C=CC=CC=2)C2C=CC=CC=2)([P](C2C=CC=CC=2)(C2C=CC=CC=2)C2C=CC=CC=2)[P](C2C=CC=CC=2)(C2C=CC=CC=2)C2C=CC=CC=2)(C2C=CC=CC=2)C2C=CC=CC=2)=CC=1. The product is [CH3:25][C:2]1[CH:3]=[C:4]([C@H:16]([CH2:22][CH2:23][CH3:24])[CH2:17][C:18]([O:20][CH3:21])=[O:19])[CH:5]=[CH:6][C:7]=1[O:8][CH2:9][C:10]1[CH:15]=[CH:14][CH:13]=[CH:12][CH:11]=1. The yield is 0.610. (4) The reactants are [Cl:1][C:2]1[CH:3]=[C:4]([C:19]([O:21]C)=[O:20])[C:5]2[C:6]([CH3:18])=[C:7]([CH2:14][N:15]([CH3:17])[CH3:16])[N:8]([CH:11]([CH3:13])[CH3:12])[C:9]=2[CH:10]=1.Cl. No catalyst specified. The product is [ClH:1].[Cl:1][C:2]1[CH:3]=[C:4]([C:19]([OH:21])=[O:20])[C:5]2[C:6]([CH3:18])=[C:7]([CH2:14][N:15]([CH3:16])[CH3:17])[N:8]([CH:11]([CH3:13])[CH3:12])[C:9]=2[CH:10]=1. The yield is 0.890. (5) The reactants are [CH2:1]([O:3][C:4](=[O:20])[CH:5]([CH2:18][CH3:19])[CH2:6][CH2:7][N:8]1[C:12]2=[N:13][S:14][C:15](N)=[C:11]2[S:10][C:9]1=[S:17])[CH3:2].N([O-])=O.[Na+].[I-:25].[K+].CCCCCC. The catalyst is Cl.O.C(OCC)(=O)C. The product is [CH2:1]([O:3][C:4](=[O:20])[CH:5]([CH2:18][CH3:19])[CH2:6][CH2:7][N:8]1[C:12]2=[N:13][S:14][C:15]([I:25])=[C:11]2[S:10][C:9]1=[S:17])[CH3:2]. The yield is 0.130. (6) The catalyst is C1COCC1.C(=O)([O-])[O-].[Na+].[Na+]. The reactants are Cl[C:2]([O:4][CH2:5][C:6]1[CH:11]=[CH:10][CH:9]=[CH:8][CH:7]=1)=[O:3].[CH3:12][NH:13][CH2:14][CH2:15][OH:16]. The product is [CH2:5]([O:4][C:2]([N:13]([CH2:14][CH2:15][OH:16])[CH3:12])=[O:3])[C:6]1[CH:11]=[CH:10][CH:9]=[CH:8][CH:7]=1. The yield is 0.970. (7) The reactants are C([O-])([O-])=O.[Cs+].[Cs+].[Br:7][C:8]1[CH:13]=[CH:12][C:11]([CH:14]([OH:19])[C:15]([F:18])([F:17])[F:16])=[C:10]([F:20])[CH:9]=1.[NH2:21][C:22]1[N:27]=[C:26]([C:28]2[CH:33]=[CH:32][C:31]([CH2:34][C@H:35]([NH:39][C:40]([O:42][C:43]([CH3:46])([CH3:45])[CH3:44])=[O:41])[C:36]([OH:38])=[O:37])=[CH:30][CH:29]=2)[CH:25]=[C:24](Cl)[N:23]=1.O. The catalyst is O1CCOCC1.C(OCC)(=O)C. The product is [NH2:21][C:22]1[N:27]=[C:26]([C:28]2[CH:33]=[CH:32][C:31]([CH2:34][C@H:35]([NH:39][C:40]([O:42][C:43]([CH3:46])([CH3:45])[CH3:44])=[O:41])[C:36]([OH:38])=[O:37])=[CH:30][CH:29]=2)[CH:25]=[C:24]([O:19][CH:14]([C:11]2[CH:12]=[CH:13][C:8]([Br:7])=[CH:9][C:10]=2[F:20])[C:15]([F:18])([F:17])[F:16])[N:23]=1. The yield is 0.820.